Dataset: Reaction yield outcomes from USPTO patents with 853,638 reactions. Task: Predict the reaction yield, written as a fraction of the theoretical maximum amount of product (1.0 means a 100% yield; for example, 0.34 means a 34% yield). (1) The reactants are [F:1][C:2]1[CH:7]=[CH:6][C:5]([C:8]2[C:12]([CH2:13][O:14][C:15]3[CH:16]=[C:17]([C:21](O)=[O:22])[N:18]([CH3:20])[N:19]=3)=[C:11]([CH3:24])[O:10][N:9]=2)=[CH:4][CH:3]=1.[CH2:25]([CH2:27][NH2:28])[OH:26]. No catalyst specified. The product is [OH:26][CH2:25][CH2:27][NH:28][C:21]([C:17]1[N:18]([CH3:20])[N:19]=[C:15]([O:14][CH2:13][C:12]2[C:8]([C:5]3[CH:4]=[CH:3][C:2]([F:1])=[CH:7][CH:6]=3)=[N:9][O:10][C:11]=2[CH3:24])[CH:16]=1)=[O:22]. The yield is 0.610. (2) The reactants are I[C:2]1[CH:3]=[N:4][C:5]2[C:10]([CH:11]=1)=[CH:9][CH:8]=[CH:7][C:6]=2[N+:12]([O-:14])=[O:13].[C:15]1([S:21]([O-:23])=[O:22])[CH:20]=[CH:19][CH:18]=[CH:17][CH:16]=1.[Na+]. The catalyst is CN(C)C=O. The product is [N+:12]([C:6]1[CH:7]=[CH:8][CH:9]=[C:10]2[C:5]=1[N:4]=[CH:3][C:2]([S:21]([C:15]1[CH:20]=[CH:19][CH:18]=[CH:17][CH:16]=1)(=[O:23])=[O:22])=[CH:11]2)([O-:14])=[O:13]. The yield is 0.580. (3) The reactants are C(O)([C:3]([F:6])([F:5])[F:4])=O.Br[C:9]1[CH:26]=[C:25](/[CH:27]=[CH:28]/[CH:29]([C:34]2[CH:39]=[C:38]([Cl:40])[C:37]([Cl:41])=[C:36]([Cl:42])[CH:35]=2)[C:30]([F:33])([F:32])[F:31])[CH:24]=[CH:23][C:10]=1[C:11]([NH:13][CH:14]([CH3:22])[C:15]([O:17]C(C)(C)C)=[O:16])=[O:12]. The catalyst is C(Cl)Cl. The product is [F:31][C:30]([F:33])([F:32])[CH:29]([C:34]1[CH:39]=[C:38]([Cl:40])[C:37]([Cl:41])=[C:36]([Cl:42])[CH:35]=1)/[CH:28]=[CH:27]/[C:25]1[CH:24]=[CH:23][C:10]([C:11]([NH:13][C@H:14]([CH3:22])[C:15]([OH:17])=[O:16])=[O:12])=[C:9]([C:3]([F:6])([F:5])[F:4])[CH:26]=1. The yield is 0.670. (4) The reactants are [OH:1][CH:2]([CH:36]1[CH2:41][CH2:40][O:39][CH2:38][CH2:37]1)[CH:3]([NH:5][C:6]([C:8]1[C:16]2[C:11](=[N:12][CH:13]=[C:14]([C:17]3[C:25]4[C:20](=[CH:21][C:22]([F:26])=[CH:23][CH:24]=4)[N:19]([CH3:27])[N:18]=3)[N:15]=2)[N:10](COCC[Si](C)(C)C)[CH:9]=1)=[O:7])[CH3:4].C(Cl)Cl.C(N)CN.O. The catalyst is C(O)(C(F)(F)F)=O. The product is [OH:1][CH:2]([CH:36]1[CH2:37][CH2:38][O:39][CH2:40][CH2:41]1)[CH:3]([NH:5][C:6]([C:8]1[C:16]2[C:11](=[N:12][CH:13]=[C:14]([C:17]3[C:25]4[C:20](=[CH:21][C:22]([F:26])=[CH:23][CH:24]=4)[N:19]([CH3:27])[N:18]=3)[N:15]=2)[NH:10][CH:9]=1)=[O:7])[CH3:4]. The yield is 0.550. (5) The reactants are [NH:1]1[C:9]2[C:4](=[CH:5][CH:6]=[CH:7][CH:8]=2)[CH:3]=[CH:2]1.[C:10](OC)(=O)C(OC)=O.CC(C)([O-])C.[K+].Cl. The catalyst is CN(C=O)C.O.C(OCC)C. The product is [CH3:10][N:1]1[C:9]2[C:4](=[CH:5][CH:6]=[CH:7][CH:8]=2)[CH:3]=[CH:2]1. The yield is 0.110. (6) The reactants are [F:1][C:2]1[CH:3]=[C:4]([CH3:10])[C:5]([NH:8][NH2:9])=[N:6][CH:7]=1.[CH3:11][N:12]1[CH2:16][CH2:15][CH2:14][C@H:13]1[C:17](O)=[O:18].C1C=CC2N(O)N=NC=2C=1.C(Cl)CCl. The catalyst is C(Cl)Cl. The product is [F:1][C:2]1[CH:3]=[C:4]([CH3:10])[C:5]([NH:8][NH:9][C:17]([C@@H:13]2[CH2:14][CH2:15][CH2:16][N:12]2[CH3:11])=[O:18])=[N:6][CH:7]=1. The yield is 0.560. (7) The reactants are [CH2:1]([N:3]([CH2:20][CH3:21])[CH2:4][CH2:5][N:6]1[CH2:12][CH2:11][CH2:10][C:9]2[NH:13][C:14]([CH:17]=O)=[C:15]([CH3:16])[C:8]=2[C:7]1=[O:19])[CH3:2].[F:22][C:23]1[CH:24]=[C:25]2[C:29](=[CH:30][C:31]=1[NH:32][C:33](=[O:37])[CH2:34][O:35][CH3:36])[NH:28][C:27](=[O:38])[CH2:26]2. No catalyst specified. The product is [CH2:1]([N:3]([CH2:20][CH3:21])[CH2:4][CH2:5][N:6]1[CH2:12][CH2:11][CH2:10][C:9]2[NH:13][C:14]([CH:17]=[C:26]3[C:25]4[C:29](=[CH:30][C:31]([NH:32][C:33](=[O:37])[CH2:34][O:35][CH3:36])=[C:23]([F:22])[CH:24]=4)[NH:28][C:27]3=[O:38])=[C:15]([CH3:16])[C:8]=2[C:7]1=[O:19])[CH3:2]. The yield is 0.536. (8) The reactants are C(=O)([O-])[O-].[K+].[K+].[OH:7][C:8]1[CH:12]=[C:11]([CH3:13])[NH:10][N:9]=1.Cl[C:15]1[C:20]([Cl:21])=[CH:19][C:18]([C:22]([F:25])([F:24])[F:23])=[CH:17][N:16]=1.Cl. The catalyst is CN(C=O)C. The product is [Cl:21][C:20]1[C:15]([O:7][C:8]2[CH:12]=[C:11]([CH3:13])[NH:10][N:9]=2)=[N:16][CH:17]=[C:18]([C:22]([F:24])([F:23])[F:25])[CH:19]=1. The yield is 0.760. (9) The reactants are [Cl:1][C:2]1[CH:35]=[CH:34][C:5]([CH2:6][CH2:7][NH:8][C:9]([C:11]2[CH:33]=[CH:32][C:14]([O:15][C:16]3[CH:25]=[C:24]4[C:19]([CH:20]([C:26]([O:28]C)=[O:27])[CH2:21][CH2:22][O:23]4)=[CH:18][C:17]=3[C:30]#[N:31])=[CH:13][CH:12]=2)=[O:10])=[CH:4][CH:3]=1.[OH-].[Na+].O.CO. The catalyst is C1COCC1.C(OCC)(=O)C.Cl. The product is [Cl:1][C:2]1[CH:3]=[CH:4][C:5]([CH2:6][CH2:7][NH:8][C:9]([C:11]2[CH:12]=[CH:13][C:14]([O:15][C:16]3[CH:25]=[C:24]4[C:19]([CH:20]([C:26]([OH:28])=[O:27])[CH2:21][CH2:22][O:23]4)=[CH:18][C:17]=3[C:30]#[N:31])=[CH:32][CH:33]=2)=[O:10])=[CH:34][CH:35]=1. The yield is 0.216. (10) The reactants are [F:1][C:2]1[CH:7]=[C:6]([F:8])[CH:5]=[CH:4][C:3]=1[N:9]1[C:13]([C:14]2[S:23][C:22]3[C:21]4[CH:24]=[C:25]([C:28](O)=[O:29])[CH:26]=[CH:27][C:20]=4[O:19][CH2:18][CH2:17][C:16]=3[CH:15]=2)=[N:12][CH:11]=[N:10]1.CN(C(ON1N=NC2C=CC=NC1=2)=[N+](C)C)C.F[P-](F)(F)(F)(F)F.CCN(C(C)C)C(C)C.[CH3:64][N:65]([CH3:71])[C@@H:66]1[CH2:70][CH2:69][NH:68][CH2:67]1. The catalyst is CN(C=O)C.CCOC(C)=O. The product is [F:1][C:2]1[CH:7]=[C:6]([F:8])[CH:5]=[CH:4][C:3]=1[N:9]1[C:13]([C:14]2[S:23][C:22]3[C:21]4[CH:24]=[C:25]([C:28]([N:68]5[CH2:69][CH2:70][C@@H:66]([N:65]([CH3:71])[CH3:64])[CH2:67]5)=[O:29])[CH:26]=[CH:27][C:20]=4[O:19][CH2:18][CH2:17][C:16]=3[CH:15]=2)=[N:12][CH:11]=[N:10]1. The yield is 0.530.